From a dataset of Experimentally validated miRNA-target interactions with 360,000+ pairs, plus equal number of negative samples. Binary Classification. Given a miRNA mature sequence and a target amino acid sequence, predict their likelihood of interaction. (1) The miRNA is mmu-miR-6998-3p with sequence AGAGCUGCUCUGUGCCCACACA. The protein sequence of the target gene is MLENYKNLATVGYQLFKPSLISWLEQEESRTVQRGDFQASEWKVQLKTKELALQQDVLGEPTSSGIQMIGSHNGGEVSDVKQCGDVSSEHSCLKTHVRTQNSENTFECYLYGVDFLTLHKKTSTGEQRSVFSQCGKAFSLNPDVVCQRTCTGEKAFDCSDSGKSFINHSHLQGHLRTHNGESLHEWKECGRGFIHSTDLAVRIQTHRSEKPYKCKECGKGFRYSAYLNIHMGTHTGDNPYECKECGKAFTRSCQLTQHRKTHTGEKPYKCKDCGRAFTVSSCLSQHMKIHVGEKPYECKE.... Result: 0 (no interaction). (2) Result: 0 (no interaction). The miRNA is hsa-miR-574-3p with sequence CACGCUCAUGCACACACCCACA. The protein sequence of the target gene is MEEKQQIILANQDGGTVAGAAPTFFVILKQPGNGKTDQGILVTNQDACALASSVSSPVKSKGKICLPADCTVGGITVTLDNNSMWNEFYHRSTEMILTKQGRRMFPYCRYWITGLDSNLKYILVMDISPVDNHRYKWNGRWWEPSGKAEPHVLGRVFIHPESPSTGHYWMHQPVSFYKLKLTNNTLDQEGHIILHSMHRYLPRLHLVPAEKAVEVIQLNGPGVHTFTFPQTEFFAVTAYQNIQITQLKIDYNPFAKGFRDDGLNNKPQRDGKQKNSSDQEGNNISSSSGHRVRLTEGQGS.... (3) The miRNA is mmu-miR-425-5p with sequence AAUGACACGAUCACUCCCGUUGA. The protein sequence of the target gene is MAQALLVPPGPESFRLFTRESLAAIEKRAAEEKAKKPKKEQDNDDENKPKPNSDLEAGKNLPFIYGDIPPEMVSEPLEDLDPYYINKKTFIVMNKGKAIFRFSATSALYILTPLNPVRKIAIKILVHSLFSMLIMCTILTNCVFMTLSNPPDWTKNVEYTFTGIYTFESLIKILARGFCLEDFTFLRDPWNWLDFSVIVMAYVTEFVSLGNVSALRTFRVLRALKTISVIPGLKTIVGALIQSVKKLSDVMILTVFCLSVFALIGLQLFMGNLRNKCLQWPPSDSAFETNTTSYFNGTMD.... Result: 0 (no interaction). (4) The miRNA is hsa-miR-302a-3p with sequence UAAGUGCUUCCAUGUUUUGGUGA. The protein sequence of the target gene is MTEEPIKEILGAPKAHMAATMEKSPKSEVVITTVPLVSEIQLMAATGGTELSCYRCIIPFAVVVFIAGIVVTAVAYSFNSHGSIISIFGLVVLSSGLFLLASSALCWKVRQRSKKAKRRESQTALVANQRSLFA. Result: 1 (interaction). (5) The miRNA is hsa-miR-4671-5p with sequence ACCGAAGACUGUGCGCUAAUCU. The protein sequence of the target gene is MATLKDQLIVNLLKEEQAPQNKITVVGVGAVGMACAISILMKDLADELALVDVMEDKLKGEMMDLQHGSLFLKTPKIVSSKDYCVTANSKLVIITAGARQQEGESRLNLVQRNVNIFKFIIPNIVKYSPHCKLLIVSNPVDILTYVAWKISGFPKNRVIGSGCNLDSARFRYLMGERLGVHALSCHGWVLGEHGDSSVPVWSGVNVAGVSLKSLNPELGTDADKEQWKEVHKQVVDSAYEVIKLKGYTSWAIGLSVADLAESIMKNLRRVHPISTMIKGLYGINEDVFLSVPCILGQNGI.... Result: 0 (no interaction). (6) The miRNA is hsa-miR-552-3p with sequence AACAGGUGACUGGUUAGACAA. The protein sequence of the target gene is MSVVGIDLGFLNCYIAVARSGGIETIANEYSDRCTPACISLGSRTRAIGNAAKSQIVTNVRNTIHGFKKLHGRSFDDPIVQTERIRLPYELQKMPNGSAGVKVRYLEEERPFAIEQVTGMLLAKLKETSENALKKPVADCVISIPSFFTDAERRSVMAAAQVAGLNCLRLMNETTAVALAYGIYKQDLPPLDEKPRNVVFIDMGHSAYQVLVCAFNKGKLKVLATTFDPYLGGRNFDEALVDYFCDEFKTKYKINVKENSRALLRLYQECEKLKKLMSANASDLPLNIECFMNDLDVSSK.... Result: 1 (interaction). (7) The miRNA is mmu-miR-3572-3p with sequence UACACUUGUCCUUCUUUCCCCAG. The protein sequence of the target gene is MSVNVSTAGKGVDPNTVDTYDSGDDWEIGVGNLIIDLDADLEKDRQKFEMNNSTNTTTNTTKDCGGPASNGTCSTSALADGLKFASVQPSAPQGNSHKETSKSKVKRAKTSKDANKSLPSAALYGIPEISSTGKRQEVQGRPGEATGMNSALGQSVSGGGSSNPNSNGTSTGTSAATAGAGSCGKSKEEKPGKSHSSRGAKRDKDAARSRKEKHDLLQGHQNGGGGQAPSGGHLYGFGTKSNGSGASPFHCGGAGSGSVGAAGEVSKTAPDSTLMGNSMLVKKEEEEEESHRRIKKLKTE.... Result: 0 (no interaction). (8) The miRNA is hsa-miR-4768-5p with sequence AUUCUCUCUGGAUCCCAUGGAU. The protein sequence of the target gene is MVQSDTSKSPPVAAVAQESQMELLESAAPAGALGAQSYGKGARRKNRFKGSDGSTSSDTTSNSFVRQGSADSYTSRPSDSDVSLEEDREAVRREAERQAQAQLEKAKTKPVAFAVRTNVRYSAAQEDDVPVPGMAISFEAKDFLHVKEKFNNDWWIGRLVKEGCEIGFIPSPVKLENMRLQHEQRAKQGKFYSSKSGGNSSSSLGDIVPSSRKSTPPSSAIDIDATGLDAEENDIPANHRSPKPSANSVTSPHSKEKRMPFFKKTEHTPPYDVVPSMRPVVLVGPSLKGYEVTDMMQKAL.... Result: 0 (no interaction). (9) The miRNA is hsa-miR-380-5p with sequence UGGUUGACCAUAGAACAUGCGC. The protein sequence of the target gene is MRSKGRARKLATSNECAYGNYPEIPLEEMPDADADGITSVPSLHIQEPCSPATSSESFTPKEGSPYKAPIYIPDDIPIPDEFELRESTMPGAGLGIWTKRKIEIGEKFGPYMGEQRSDLKDSSYGWEILDEFCNVKFCIDASQPDVGSWLKYIRFAGCYDQHNLVACQINDQIFYRVVADIAPGEELLLFMKSEEDPHEPMAPDIHEERQHRCEDCDQLFESKAELADHQKFPCSTPHSAFSMVEEDLQQNLESESDLREIHGNQDCKECDRVFPDLQSLEKHMLSHTEEREYKCDQCPK.... Result: 0 (no interaction).